Predict which catalyst facilitates the given reaction. From a dataset of Catalyst prediction with 721,799 reactions and 888 catalyst types from USPTO. (1) Reactant: [F:1][C:2]([F:21])([F:20])[O:3][C:4]1[CH:9]=[CH:8][C:7]([C:10]2[CH:11]=[CH:12][C:13]3[N:14]([C:16](=[O:19])[NH:17][N:18]=3)[CH:15]=2)=[CH:6][CH:5]=1.Br[CH2:23][CH2:24][OH:25].C(=O)([O-])[O-].[K+].[K+]. Product: [OH:25][CH2:24][CH2:23][N:17]1[C:16](=[O:19])[N:14]2[CH:15]=[C:10]([C:7]3[CH:6]=[CH:5][C:4]([O:3][C:2]([F:1])([F:20])[F:21])=[CH:9][CH:8]=3)[CH:11]=[CH:12][C:13]2=[N:18]1. The catalyst class is: 44. (2) Reactant: C(N(CC)CC)C.[CH:8]([C:10]1[C:18]2[C:13](=[CH:14][CH:15]=[C:16]([O:19][CH3:20])[CH:17]=2)[N:12](C(OC(C)(C)C)=O)[CH:11]=1)=[O:9].[CH:28](=[N:35][C:36]1[CH:41]=[CH:40][CH:39]=[C:38]([O:42][CH3:43])[CH:37]=1)[C:29]1[CH:34]=[CH:33][CH:32]=[CH:31][CH:30]=1. Product: [CH3:20][O:19][C:16]1[CH:17]=[C:18]2[C:13](=[CH:14][CH:15]=1)[NH:12][CH:11]=[C:10]2[C:8](=[O:9])[CH:28]([NH:35][C:36]1[CH:41]=[CH:40][CH:39]=[C:38]([O:42][CH3:43])[CH:37]=1)[C:29]1[CH:30]=[CH:31][CH:32]=[CH:33][CH:34]=1. The catalyst class is: 433. (3) Reactant: Cl[C:2]1[CH:11]=[C:10]([C:12]2[CH:13]=[N:14][C:15]([CH3:18])=[N:16][CH:17]=2)[C:9]2[CH2:8][CH2:7][CH2:6][CH2:5][C:4]=2[N:3]=1.[F:19][C:20]1[C:21]([CH2:26][OH:27])=[N:22][CH:23]=[CH:24][CH:25]=1.C(=O)([O-])[O-].[Cs+].[Cs+]. Product: [F:19][C:20]1[C:21]([CH2:26][O:27][C:2]2[CH:11]=[C:10]([C:12]3[CH:13]=[N:14][C:15]([CH3:18])=[N:16][CH:17]=3)[C:9]3[CH2:8][CH2:7][CH2:6][CH2:5][C:4]=3[N:3]=2)=[N:22][CH:23]=[CH:24][CH:25]=1. The catalyst class is: 187. (4) Reactant: [CH3:1][O:2][C:3]([C:5]1[C@H:6]([C:18]2[CH:23]=[CH:22][C:21]([F:24])=[CH:20][C:19]=2[Cl:25])[N:7]=[C:8]([C:13]2[S:14][CH:15]=[CH:16][N:17]=2)[NH:9][C:10]=1[CH2:11]Br)=[O:4].[F:26][C:27]1([F:35])[CH2:31][NH:30][C@H:29]([C:32]([OH:34])=[O:33])[CH2:28]1.CCN(C(C)C)C(C)C. Product: [CH3:1][O:2][C:3]([C:5]1[C@H:6]([C:18]2[CH:23]=[CH:22][C:21]([F:24])=[CH:20][C:19]=2[Cl:25])[N:7]=[C:8]([C:13]2[S:14][CH:15]=[CH:16][N:17]=2)[NH:9][C:10]=1[CH2:11][N:30]1[CH2:31][C:27]([F:35])([F:26])[CH2:28][C@H:29]1[C:32]([OH:34])=[O:33])=[O:4]. The catalyst class is: 839. (5) Reactant: [C:1]1([CH:7]2[CH2:12][CH2:11][NH:10][CH2:9][CH2:8]2)[CH:6]=[CH:5][CH:4]=[CH:3][CH:2]=1.N1C=CC=CC=1.[C:19](Cl)(=[O:21])[CH3:20]. Product: [C:1]1([CH:7]2[CH2:8][CH2:9][N:10]([C:19](=[O:21])[CH3:20])[CH2:11][CH2:12]2)[CH:6]=[CH:5][CH:4]=[CH:3][CH:2]=1. The catalyst class is: 2. (6) Reactant: [CH3:1][O:2][C:3]1[CH:28]=[CH:27][C:6]([NH:7][C:8]2[CH:20]=[C:19]([C:21]3[CH:26]=[CH:25][CH:24]=[CH:23][CH:22]=3)[CH:18]=[CH:17][C:9]=2[C:10]([O:12]C(C)(C)C)=[O:11])=[CH:5][CH:4]=1. Product: [CH3:1][O:2][C:3]1[CH:4]=[CH:5][C:6]([NH:7][C:8]2[CH:20]=[C:19]([C:21]3[CH:26]=[CH:25][CH:24]=[CH:23][CH:22]=3)[CH:18]=[CH:17][C:9]=2[C:10]([OH:12])=[O:11])=[CH:27][CH:28]=1. The catalyst class is: 55. (7) Reactant: [CH3:1][C:2]([C:4]1[CH:9]=[CH:8][C:7]([O:10][CH3:11])=[C:6]([O:12][CH3:13])[CH:5]=1)=[O:3].[CH3:14][N:15]([CH:17](OC)OC)[CH3:16]. Product: [CH3:14][N:15]([CH:17]=[CH:1][C:2]([C:4]1[CH:9]=[CH:8][C:7]([O:10][CH3:11])=[C:6]([O:12][CH3:13])[CH:5]=1)=[O:3])[CH3:16]. The catalyst class is: 3.